This data is from Full USPTO retrosynthesis dataset with 1.9M reactions from patents (1976-2016). The task is: Predict the reactants needed to synthesize the given product. (1) Given the product [ClH:1].[CH2:6]([O:8][C@@H:9]([CH2:15][C:16]1[CH:21]=[CH:20][C:19]([O:22][CH2:23][C:24]2[CH:29]=[CH:28][CH:27]=[CH:26][N:25]=2)=[CH:18][CH:17]=1)[C:10]([NH:2][OH:3])=[O:11])[CH3:7], predict the reactants needed to synthesize it. The reactants are: [ClH:1].[NH2:2][OH:3].[OH-].[K+].[CH2:6]([O:8][C@@H:9]([CH2:15][C:16]1[CH:21]=[CH:20][C:19]([O:22][CH2:23][C:24]2[CH:29]=[CH:28][CH:27]=[CH:26][N:25]=2)=[CH:18][CH:17]=1)[C:10](OCC)=[O:11])[CH3:7].NO. (2) Given the product [N:7]([CH:1]([O:18][CH2:16][C:15]1[CH:14]=[CH:13][C:12]([N+:9]([O-:11])=[O:10])=[CH:20][CH:19]=1)[CH2:2][CH3:3])=[O:8], predict the reactants needed to synthesize it. The reactants are: [C:1]1(=[N:7][OH:8])CCC[CH2:3][CH2:2]1.[N+:9]([C:12]1[CH:20]=[CH:19][C:15]([C:16]([OH:18])=O)=[CH:14][CH:13]=1)([O-:11])=[O:10].O. (3) The reactants are: [Cl:1][C:2]1[CH:7]=[C:6]2[NH:8][C:9](=[O:39])[C:10]3([CH:15]([C:16]4[CH:21]=[C:20]([Cl:22])[CH:19]=[CH:18][C:17]=4[O:23]CC(C(O)=O)C)[CH2:14][C:13](=[O:30])[NH:12][CH:11]3[C:31]3[CH:36]=[C:35]([F:37])[CH:34]=[CH:33][C:32]=3[CH3:38])[C:5]2=[CH:4][CH:3]=1.[C:40]([N:43]1[CH2:48][CH2:47][NH:46][CH2:45][CH2:44]1)(=[O:42])[CH3:41].CCN=C=NCCCN(C)C.Cl.C1C=C[C:64]2N(O)N=N[C:65]=2[CH:66]=1.CCN(C(C)C)C(C)C.C1C[O:83][CH2:82]C1. Given the product [C:40]([N:43]1[CH2:48][CH2:47][N:46]([C:82](=[O:83])[C:65]([CH3:64])([CH3:66])[O:23][C:17]2[CH:18]=[CH:19][C:20]([Cl:22])=[CH:21][C:16]=2[CH:15]2[CH2:14][C:13](=[O:30])[NH:12][CH:11]([C:31]3[CH:36]=[C:35]([F:37])[CH:34]=[CH:33][C:32]=3[CH3:38])[C:10]32[C:5]2[C:6](=[CH:7][C:2]([Cl:1])=[CH:3][CH:4]=2)[NH:8][C:9]3=[O:39])[CH2:45][CH2:44]1)(=[O:42])[CH3:41], predict the reactants needed to synthesize it. (4) Given the product [ClH:28].[C:1]([N:5]1[CH2:9][C@@H:8]([C:10]2[CH:15]=[CH:14][C:13]([F:16])=[CH:12][C:11]=2[F:17])[C@H:7]([C:18]([OH:20])=[O:19])[CH2:6]1)([CH3:4])([CH3:2])[CH3:3], predict the reactants needed to synthesize it. The reactants are: [C:1]([N:5]1[CH2:9][C@@H:8]([C:10]2[CH:15]=[CH:14][C:13]([F:16])=[CH:12][C:11]=2[F:17])[C@H:7]([C:18]([O:20]C)=[O:19])[CH2:6]1)([CH3:4])([CH3:3])[CH3:2].C[Si](C)(C)[O-].[K+].[ClH:28]. (5) Given the product [N:17]1([C:9]([O:11][C:12]([CH3:13])([CH3:14])[CH3:15])=[O:10])[CH2:21][CH:20]=[CH:19][CH2:18]1, predict the reactants needed to synthesize it. The reactants are: [CH3:13][C:12]([O:11][C:9](O[C:9]([O:11][C:12]([CH3:15])([CH3:14])[CH3:13])=[O:10])=[O:10])([CH3:15])[CH3:14].Cl.[NH:17]1[CH2:21][CH:20]=[CH:19][CH2:18]1. (6) Given the product [Cl:14][CH2:15][C:16]([NH:8][CH2:9][C@H:10]([OH:13])[CH2:11][OH:12])=[O:17], predict the reactants needed to synthesize it. The reactants are: C(N(CC)CC)C.[NH2:8][CH2:9][C@H:10]([OH:13])[CH2:11][OH:12].[Cl:14][CH2:15][C:16](Cl)=[O:17]. (7) The reactants are: C(OC(=O)[NH:7][C@H:8]([CH:19]1[CH2:21][CH2:20]1)[C:9]([N:11]1[CH2:16][CH2:15][CH:14]([C:17]#[N:18])[CH2:13][CH2:12]1)=[O:10])(C)(C)C.[F:23][C:24]([F:29])([F:28])[C:25]([OH:27])=[O:26]. Given the product [F:23][C:24]([F:29])([F:28])[C:25]([OH:27])=[O:26].[NH2:7][C@H:8]([CH:19]1[CH2:21][CH2:20]1)[C:9]([N:11]1[CH2:12][CH2:13][CH:14]([C:17]#[N:18])[CH2:15][CH2:16]1)=[O:10], predict the reactants needed to synthesize it. (8) Given the product [CH:35]1([O:1][C:2]2[CH:3]=[CH:4][C:5]([N:8]3[C:13](=[O:14])[C:12]([CH2:15][C:16]4[CH:21]=[CH:20][C:19]([C:22]5[C:23]([C:28]#[N:29])=[CH:24][CH:25]=[CH:26][CH:27]=5)=[CH:18][CH:17]=4)=[C:11]([CH2:30][CH2:31][CH3:32])[N:10]=[C:9]3[CH3:33])=[CH:6][CH:7]=2)[CH2:39][CH2:38][CH2:37][CH2:36]1, predict the reactants needed to synthesize it. The reactants are: [OH:1][C:2]1[CH:7]=[CH:6][C:5]([N:8]2[C:13](=[O:14])[C:12]([CH2:15][C:16]3[CH:21]=[CH:20][C:19]([C:22]4[C:23]([C:28]#[N:29])=[CH:24][CH:25]=[CH:26][CH:27]=4)=[CH:18][CH:17]=3)=[C:11]([CH2:30][CH2:31][CH3:32])[N:10]=[C:9]2[CH3:33])=[CH:4][CH:3]=1.Br[CH:35]1[CH2:39][CH2:38][CH2:37][CH2:36]1.C(=O)([O-])[O-].[Cs+].[Cs+].C(OCC)(=O)C. (9) Given the product [CH3:19][N:18]([CH2:17][C:13]1[N:14]=[C:15]([CH3:16])[N:11]([CH2:10][C:9]([OH:21])=[O:8])[N:12]=1)[CH3:20], predict the reactants needed to synthesize it. The reactants are: C([O:8][C:9](=[O:21])[CH2:10][N:11]1[C:15]([CH3:16])=[N:14][C:13]([CH2:17][N:18]([CH3:20])[CH3:19])=[N:12]1)C1C=CC=CC=1. (10) Given the product [N:7]1[C:16]2[NH:15][C:14]3[CH:17]=[C:18]([CH2:21][C:22]([NH2:2])=[NH:23])[CH:19]=[CH:20][C:13]=3[S:12][C:11]=2[N:10]=[CH:9][CH:8]=1, predict the reactants needed to synthesize it. The reactants are: [Cl-].[NH4+:2].C[Al](C)C.[N:7]1[C:16]2[NH:15][C:14]3[CH:17]=[C:18]([CH2:21][C:22]#[N:23])[CH:19]=[CH:20][C:13]=3[S:12][C:11]=2[N:10]=[CH:9][CH:8]=1.Cl.